From a dataset of Reaction yield outcomes from USPTO patents with 853,638 reactions. Predict the reaction yield, written as a fraction of the theoretical maximum amount of product (1.0 means a 100% yield; for example, 0.34 means a 34% yield). (1) The reactants are [N:1]12[CH2:8][CH2:7][C:4]([C:9]([C:16]3[S:17][CH:18]=[CH:19][CH:20]=3)([C:11]3[S:12][CH:13]=[CH:14][CH:15]=3)[OH:10])([CH2:5][CH2:6]1)[CH2:3][CH2:2]2.[C:21]1([O:27][CH2:28][CH2:29][CH2:30][Br:31])[CH:26]=[CH:25][CH:24]=[CH:23][CH:22]=1. The catalyst is C(Cl)(Cl)Cl. The product is [Br-:31].[OH:10][C:9]([C:16]1[S:17][CH:18]=[CH:19][CH:20]=1)([C:11]1[S:12][CH:13]=[CH:14][CH:15]=1)[C:4]12[CH2:5][CH2:6][N+:1]([CH2:30][CH2:29][CH2:28][O:27][C:21]3[CH:26]=[CH:25][CH:24]=[CH:23][CH:22]=3)([CH2:8][CH2:7]1)[CH2:2][CH2:3]2. The yield is 0.454. (2) The reactants are [CH3:1][C:2]1[O:6][N:5]=[C:4]([C:7]([NH:9][C@@H:10]2[C:24](=[O:25])[N:23]3[CH2:26][C@H:27]([O:29][C:30]4[N:31]=[C:32]5[C:37](=[C:38]6[C:43]=4[CH:42]=[CH:41][CH:40]=[CH:39]6)[CH:36]=[CH:35][CH:34]=[CH:33]5)[CH2:28][C@H:22]3[C:21](=[O:44])[NH:20][C@:19]3([C:46]([O:48]CC)=[O:47])[CH2:45][C@H:18]3[CH:17]=[CH:16][CH2:15][CH2:14][CH2:13][CH2:12][CH2:11]2)=[O:8])[CH:3]=1.O.O.[OH-].[Li+]. The catalyst is O1CCCC1.C(O)C. The product is [CH3:1][C:2]1[O:6][N:5]=[C:4]([C:7]([NH:9][C@@H:10]2[C:24](=[O:25])[N:23]3[CH2:26][C@H:27]([O:29][C:30]4[N:31]=[C:32]5[C:37](=[C:38]6[C:43]=4[CH:42]=[CH:41][CH:40]=[CH:39]6)[CH:36]=[CH:35][CH:34]=[CH:33]5)[CH2:28][C@H:22]3[C:21](=[O:44])[NH:20][C@:19]3([C:46]([OH:48])=[O:47])[CH2:45][C@H:18]3[CH:17]=[CH:16][CH2:15][CH2:14][CH2:13][CH2:12][CH2:11]2)=[O:8])[CH:3]=1. The yield is 0.940. (3) The reactants are [O:1]1[CH2:6][CH2:5][C:4](=O)[CH2:3][CH2:2]1.[OH2:8]. The catalyst is CN(C=O)C. The product is [O:1]1[CH2:6][CH2:5][C:4](=[CH:3][C:2]([O:1][CH2:6][CH3:5])=[O:8])[CH2:3][CH2:2]1. The yield is 0.780. (4) The reactants are [OH:1][C:2]1[C:3]([CH2:11][CH2:12][CH3:13])=[C:4]([CH:8]=[CH:9][CH:10]=1)[C:5]([OH:7])=[O:6].S(Cl)(Cl)=O.[CH3:18]O. No catalyst specified. The product is [OH:1][C:2]1[C:3]([CH2:11][CH2:12][CH3:13])=[C:4]([CH:8]=[CH:9][CH:10]=1)[C:5]([O:7][CH3:18])=[O:6]. The yield is 0.870. (5) The reactants are C(OC(N[C@H](C1C=CC=C(NC(OCCC2C=CC(Br)=CC=2C)=O)C=1)CC(OCC)=O)=O)C1C=CC=CC=1.[N:39]([C:42]1[CH:43]=[C:44]([CH:54]=[CH:55][CH:56]=1)[CH2:45][NH:46][C:47](=[O:53])[O:48][C:49]([CH3:52])([CH3:51])[CH3:50])=[C:40]=[O:41].[Br:57][C:58]1[CH:63]=[CH:62][C:61]([CH2:64][CH2:65][OH:66])=[C:60]([Cl:67])[CH:59]=1. No catalyst specified. The product is [C:49]([O:48][C:47]([NH:46][CH2:45][C:44]1[CH:43]=[C:42]([NH:39][C:40]([O:66][CH2:65][CH2:64][C:61]2[CH:62]=[CH:63][C:58]([Br:57])=[CH:59][C:60]=2[Cl:67])=[O:41])[CH:56]=[CH:55][CH:54]=1)=[O:53])([CH3:51])([CH3:52])[CH3:50]. The yield is 0.500. (6) The reactants are [C:1](/[N:3]=[C:4](\[S:14][CH3:15])/[NH:5][C:6]1[CH:11]=[C:10]([Cl:12])[CH:9]=[C:8]([Cl:13])[CH:7]=1)#[N:2].[H-].[Na+].Br[CH2:19][C:20]#[N:21]. The catalyst is CN(C=O)C.CCOC(C)=O. The product is [C:1](/[N:3]=[C:4](\[S:14][CH3:15])/[N:5]([CH2:19][C:20]#[N:21])[C:6]1[CH:7]=[C:8]([Cl:13])[CH:9]=[C:10]([Cl:12])[CH:11]=1)#[N:2]. The yield is 0.110. (7) The reactants are Br[C:2]1[C:11]2[C:6](=[CH:7][CH:8]=[CH:9][C:10]=2[Br:12])[CH:5]=[CH:4][CH:3]=1.[CH:13]1[C:22]2[C:17](=[CH:18][CH:19]=[CH:20][CH:21]=2)[C:16](B(O)O)=[CH:15][N:14]=1.[O-]P([O-])([O-])=O.[K+].[K+].[K+]. The catalyst is C1(C)C=CC=CC=1.C(O)C.O.C1C=CC([P]([Pd]([P](C2C=CC=CC=2)(C2C=CC=CC=2)C2C=CC=CC=2)([P](C2C=CC=CC=2)(C2C=CC=CC=2)C2C=CC=CC=2)[P](C2C=CC=CC=2)(C2C=CC=CC=2)C2C=CC=CC=2)(C2C=CC=CC=2)C2C=CC=CC=2)=CC=1. The product is [C:13]1([C:2]2[C:11]3[C:6](=[CH:7][CH:8]=[CH:9][C:10]=3[Br:12])[CH:5]=[CH:4][CH:3]=2)[C:22]2[C:17](=[CH:18][CH:19]=[CH:20][CH:21]=2)[CH:16]=[CH:15][N:14]=1. The yield is 0.800.